This data is from Reaction yield outcomes from USPTO patents with 853,638 reactions. The task is: Predict the reaction yield, written as a fraction of the theoretical maximum amount of product (1.0 means a 100% yield; for example, 0.34 means a 34% yield). (1) The reactants are FC(F)(F)C1C=C(NC(=O)NC2C=CC(C3SC(CCC(OC)=O)=NC=3)=CC=2)C=CC=1.[NH2:32][C:33]1[CH:38]=[CH:37][C:36]([C:39]2[S:43][C:42]([CH:44]3[CH2:49][CH2:48][CH:47]([CH2:50][C:51]([O:53][CH2:54][CH3:55])=[O:52])[CH2:46][CH2:45]3)=[N:41][CH:40]=2)=[CH:35][CH:34]=1.[F:56][C:57]1[CH:62]=[CH:61][CH:60]=[CH:59][C:58]=1[N:63]=[C:64]=[S:65]. No catalyst specified. The product is [F:56][C:57]1[CH:62]=[CH:61][CH:60]=[CH:59][C:58]=1[NH:63][C:64](=[S:65])[NH:32][C:33]1[CH:34]=[CH:35][C:36]([C:39]2[S:43][C:42]([CH:44]3[CH2:45][CH2:46][CH:47]([CH2:50][C:51]([O:53][CH2:54][CH3:55])=[O:52])[CH2:48][CH2:49]3)=[N:41][CH:40]=2)=[CH:37][CH:38]=1. The yield is 0.820. (2) The reactants are [C:1]([C:3]1[CH:4]=[C:5]([CH:9]=[CH:10][CH:11]=1)[C:6]([OH:8])=O)#[N:2].Cl.[CH3:13][C:14]1[C:18]([CH2:19][N:20]2[CH:24]=[C:23]([NH2:25])[CH:22]=[N:21]2)=[C:17]([CH3:26])[O:16][N:15]=1. No catalyst specified. The product is [C:1]([C:3]1[CH:4]=[C:5]([CH:9]=[CH:10][CH:11]=1)[C:6]([NH:25][C:23]1[CH:22]=[N:21][N:20]([CH2:19][C:18]2[C:14]([CH3:13])=[N:15][O:16][C:17]=2[CH3:26])[CH:24]=1)=[O:8])#[N:2]. The yield is 0.150. (3) The reactants are [C:1]([C:4]1[CH:9]=[CH:8][CH:7]=[CH:6][C:5]=1[CH:10]1[CH2:15][CH2:14][CH2:13][N:12]([C:16]([O:18][C:19]([CH3:22])([CH3:21])[CH3:20])=[O:17])[CH2:11]1)(=O)[NH2:2].C(N(CC)CC)C.FC(F)(F)C(OC(=O)C(F)(F)F)=O. The catalyst is C1COCC1. The product is [C:1]([C:4]1[CH:9]=[CH:8][CH:7]=[CH:6][C:5]=1[CH:10]1[CH2:15][CH2:14][CH2:13][N:12]([C:16]([O:18][C:19]([CH3:22])([CH3:21])[CH3:20])=[O:17])[CH2:11]1)#[N:2]. The yield is 0.850. (4) The reactants are Br[C:2]1[N:7]2[CH:8]=[C:9]([C:11]([F:14])([F:13])[F:12])[N:10]=[C:6]2[CH:5]=[CH:4][CH:3]=1.O.O.O.C([O-])(=O)C.[Na+].[C:23]([O:27][CH2:28][CH3:29])(=[O:26])[CH:24]=[CH2:25].O. The catalyst is CN(C)C(=O)C. The product is [F:12][C:11]([F:14])([F:13])[C:9]1[N:10]=[C:6]2[CH:5]=[CH:4][CH:3]=[C:2](/[CH:25]=[CH:24]/[C:23]([O:27][CH2:28][CH3:29])=[O:26])[N:7]2[CH:8]=1. The yield is 0.630.